This data is from Full USPTO retrosynthesis dataset with 1.9M reactions from patents (1976-2016). The task is: Predict the reactants needed to synthesize the given product. (1) Given the product [CH3:35][O:36][C:37]1[CH:42]=[CH:41][CH:40]=[CH:39][C:38]=1[C:10]1[CH:11]=[CH:12][CH:13]=[CH:14][C:9]=1[CH3:6], predict the reactants needed to synthesize it. The reactants are: C([Mg]Br)C.[Cl-].[CH:6]([C:9]1[CH:14]=[CH:13][CH:12]=[C:11](C(C)C)[C:10]=1[NH+]1CCN([C:10]2[C:11](C(C)C)=[CH:12][CH:13]=[CH:14][C:9]=2[CH:6](C)C)C1)(C)C.[CH3:35][O:36][C:37]1[CH:42]=[CH:41][CH:40]=[CH:39][C:38]=1Cl.C1(C)C=CC=CC=1[Mg]Br.C(C(C(C([O-])=O)O)O)([O-])=O.[K+].[Na+]. (2) Given the product [C:22]([O:21][C:18]1[CH:17]=[CH:16][C:15]([CH2:14][CH:8]2[CH2:9][CH:10]([CH:11]=[CH2:12])[O:26][C:6](=[O:5])[NH:7]2)=[CH:20][CH:19]=1)([CH3:23])([CH3:24])[CH3:25], predict the reactants needed to synthesize it. The reactants are: C([O:5][C:6](=[O:26])[NH:7][CH:8]([CH2:14][C:15]1[CH:20]=[CH:19][C:18]([O:21][C:22]([CH3:25])([CH3:24])[CH3:23])=[CH:17][CH:16]=1)[CH2:9][CH:10](O)[CH:11]=[CH2:12])(C)(C)C.C[Si]([N-][Si](C)(C)C)(C)C.[K+]. (3) Given the product [NH2:29][C@H:19]([CH2:20][C:21]1[CH:26]=[C:25]([F:27])[CH:24]=[CH:23][C:22]=1[F:28])[C@@H:18]([OH:44])[CH2:17][C:8]1[N:9]=[C:10]([C:13]([F:16])([F:14])[F:15])[CH:11]=[CH:12][C:7]=1[C:6]([NH:5][C:1]([CH3:2])([CH3:4])[CH3:3])=[O:45], predict the reactants needed to synthesize it. The reactants are: [C:1]([NH:5][C:6](=[O:45])[C:7]1[CH:12]=[CH:11][C:10]([C:13]([F:16])([F:15])[F:14])=[N:9][C:8]=1[CH2:17][C@H:18]([OH:44])[C@H:19]([N:29](CC1C=CC=CC=1)CC1C=CC=CC=1)[CH2:20][C:21]1[CH:26]=[C:25]([F:27])[CH:24]=[CH:23][C:22]=1[F:28])([CH3:4])([CH3:3])[CH3:2].[NH4+].C([O-])=O. (4) Given the product [Cl:67][C:64]1[CH:65]=[CH:66][C:61]([C:56]2[CH:57]=[CH:58][CH:59]=[CH:60][C:55]=2[C@H:9]([OH:8])[CH:10]2[CH2:11][CH2:12][N:13]([C:16]3[CH:17]=[CH:18][C:19]([C:20]([NH:22][S:23]([C:26]4[CH:31]=[CH:30][C:29]([NH:32][C@H:33]([CH2:42][CH2:43][N:44]5[CH2:45][CH2:46][O:47][CH2:48][CH2:49]5)[CH2:34][S:35][C:36]5[CH:41]=[CH:40][CH:39]=[CH:38][CH:37]=5)=[C:28]([N+:50]([O-:52])=[O:51])[CH:27]=4)(=[O:25])=[O:24])=[O:21])=[CH:53][CH:54]=3)[CH2:14][CH2:15]2)=[CH:62][CH:63]=1, predict the reactants needed to synthesize it. The reactants are: [Si]([O:8][C@@H:9]([C:55]1[CH:60]=[CH:59][CH:58]=[CH:57][C:56]=1[C:61]1[CH:66]=[CH:65][C:64]([Cl:67])=[CH:63][CH:62]=1)[CH:10]1[CH2:15][CH2:14][N:13]([C:16]2[CH:54]=[CH:53][C:19]([C:20]([NH:22][S:23]([C:26]3[CH:31]=[CH:30][C:29]([NH:32][C@H:33]([CH2:42][CH2:43][N:44]4[CH2:49][CH2:48][O:47][CH2:46][CH2:45]4)[CH2:34][S:35][C:36]4[CH:41]=[CH:40][CH:39]=[CH:38][CH:37]=4)=[C:28]([N+:50]([O-:52])=[O:51])[CH:27]=3)(=[O:25])=[O:24])=[O:21])=[CH:18][CH:17]=2)[CH2:12][CH2:11]1)(C(C)(C)C)(C)C.CCCC[N+](CCCC)(CCCC)CCCC.[F-].